From a dataset of NCI-60 drug combinations with 297,098 pairs across 59 cell lines. Regression. Given two drug SMILES strings and cell line genomic features, predict the synergy score measuring deviation from expected non-interaction effect. (1) Drug 1: CC12CCC3C(C1CCC2=O)CC(=C)C4=CC(=O)C=CC34C. Drug 2: CN1C(=O)N2C=NC(=C2N=N1)C(=O)N. Cell line: RXF 393. Synergy scores: CSS=21.5, Synergy_ZIP=0.656, Synergy_Bliss=-1.75, Synergy_Loewe=-23.3, Synergy_HSA=-2.91. (2) Drug 1: CC1=C(C=C(C=C1)NC2=NC=CC(=N2)N(C)C3=CC4=NN(C(=C4C=C3)C)C)S(=O)(=O)N.Cl. Drug 2: CC(C)(C#N)C1=CC(=CC(=C1)CN2C=NC=N2)C(C)(C)C#N. Cell line: EKVX. Synergy scores: CSS=0.362, Synergy_ZIP=0.165, Synergy_Bliss=-1.60, Synergy_Loewe=-1.73, Synergy_HSA=-2.51. (3) Drug 1: C1CC(=O)NC(=O)C1N2CC3=C(C2=O)C=CC=C3N. Drug 2: C(=O)(N)NO. Cell line: DU-145. Synergy scores: CSS=2.20, Synergy_ZIP=-2.34, Synergy_Bliss=-4.46, Synergy_Loewe=-4.51, Synergy_HSA=-4.12. (4) Drug 1: CC1=C(C=C(C=C1)NC2=NC=CC(=N2)N(C)C3=CC4=NN(C(=C4C=C3)C)C)S(=O)(=O)N.Cl. Drug 2: CC12CCC3C(C1CCC2O)C(CC4=C3C=CC(=C4)O)CCCCCCCCCS(=O)CCCC(C(F)(F)F)(F)F. Cell line: A549. Synergy scores: CSS=9.30, Synergy_ZIP=-1.09, Synergy_Bliss=2.27, Synergy_Loewe=-0.171, Synergy_HSA=1.92.